From a dataset of Reaction yield outcomes from USPTO patents with 853,638 reactions. Predict the reaction yield, written as a fraction of the theoretical maximum amount of product (1.0 means a 100% yield; for example, 0.34 means a 34% yield). The reactants are [CH2:1]([S:3][C:4]1[C:5]([C:17]2[CH:22]=[CH:21][CH:20]=[CH:19][CH:18]=2)=[N:6][C:7]2[C:12]([C:13]=1[C:14]([OH:16])=O)=[CH:11][CH:10]=[CH:9][CH:8]=2)[CH3:2].C1C=C2N=NN(O)C2=CC=1.O.CN1CCOCC1.C(Cl)CCl.[C:45]1([C@@H:51]([NH2:54])[CH2:52][CH3:53])[CH:50]=[CH:49][CH:48]=[CH:47][CH:46]=1. The catalyst is C(Cl)Cl. The product is [CH2:1]([S:3][C:4]1[C:5]([C:17]2[CH:22]=[CH:21][CH:20]=[CH:19][CH:18]=2)=[N:6][C:7]2[C:12]([C:13]=1[C:14]([NH:54][C@H:51]([C:45]1[CH:50]=[CH:49][CH:48]=[CH:47][CH:46]=1)[CH2:52][CH3:53])=[O:16])=[CH:11][CH:10]=[CH:9][CH:8]=2)[CH3:2]. The yield is 0.850.